From a dataset of Full USPTO retrosynthesis dataset with 1.9M reactions from patents (1976-2016). Predict the reactants needed to synthesize the given product. (1) Given the product [CH3:1][C:2]1[N:3]=[C:4]([C:7]2[C:9]3[C:10](=[CH:14][CH:15]=[CH:16][CH:17]=3)[C:11](=[O:12])[NH:19][N:18]=2)[S:5][CH:6]=1, predict the reactants needed to synthesize it. The reactants are: [CH3:1][C:2]1[N:3]=[C:4]([C:7]([C:9]2[CH:17]=[CH:16][CH:15]=[CH:14][C:10]=2[C:11](O)=[O:12])=O)[S:5][CH:6]=1.[NH2:18][NH2:19]. (2) Given the product [F:22][C:2]([F:1])([F:23])[C:3]1[CH:4]=[C:5]([C:9]2([CH2:15][CH2:16][C:17]([O:19][CH2:20][CH3:21])=[O:18])[CH2:10][CH2:11][O:12][CH2:13][CH2:14]2)[CH:6]=[CH:7][CH:8]=1, predict the reactants needed to synthesize it. The reactants are: [F:1][C:2]([F:23])([F:22])[C:3]1[CH:4]=[C:5]([C:9]2([CH:15]=[CH:16][C:17]([O:19][CH2:20][CH3:21])=[O:18])[CH2:14][CH2:13][O:12][CH2:11][CH2:10]2)[CH:6]=[CH:7][CH:8]=1. (3) Given the product [C:18]([C:11]1[C:12](=[O:17])[C:13]([O:15][CH3:16])=[CH:14][N:9]([C:5]2[CH:6]=[C:7]([F:8])[C:2]([Br:1])=[CH:3][C:4]=2[F:24])[N:10]=1)(=[O:19])[CH3:25], predict the reactants needed to synthesize it. The reactants are: [Br:1][C:2]1[C:7]([F:8])=[CH:6][C:5]([N:9]2[CH:14]=[C:13]([O:15][CH3:16])[C:12](=[O:17])[C:11]([C:18](N(OC)C)=[O:19])=[N:10]2)=[C:4]([F:24])[CH:3]=1.[CH3:25][Mg+].[Br-]. (4) Given the product [C:1]([NH2:14])(=[O:9])[CH2:2][CH2:3][CH2:4][CH2:5][CH2:6][CH2:7][CH3:8], predict the reactants needed to synthesize it. The reactants are: [C:1](Cl)(=[O:9])[CH2:2][CH2:3][CH2:4][CH2:5][CH2:6][CH2:7][CH3:8].C([N:14](C(C)C)CC)(C)C.[OH-].[Na+]. (5) Given the product [CH3:15][NH:16][C:17]1[CH:22]=[CH:21][C:20]([O:23][C:2]2[CH:3]=[CH:4][C:5]([N+:12]([O-:14])=[O:13])=[C:6]([CH:11]=2)[C:7]([O:9][CH3:10])=[O:8])=[CH:19][CH:18]=1, predict the reactants needed to synthesize it. The reactants are: F[C:2]1[CH:3]=[CH:4][C:5]([N+:12]([O-:14])=[O:13])=[C:6]([CH:11]=1)[C:7]([O:9][CH3:10])=[O:8].[CH3:15][NH:16][C:17]1[CH:22]=[CH:21][C:20]([OH:23])=[CH:19][CH:18]=1.C([O-])([O-])=O.[K+].[K+].C1OCCOCCOCCOCCOCCOC1. (6) Given the product [C:1]([O:5][C:6](=[O:20])/[CH:7]=[CH:8]/[C:9]1[CH:14]=[CH:13][C:12]([CH:15]=[O:16])=[CH:11][N:10]=1)([CH3:4])([CH3:2])[CH3:3], predict the reactants needed to synthesize it. The reactants are: [C:1]([O:5][C:6](=[O:20])/[CH:7]=[CH:8]/[C:9]1[CH:14]=[CH:13][C:12]([CH:15](OC)[O:16]C)=[CH:11][N:10]=1)([CH3:4])([CH3:3])[CH3:2].C([O-])(O)=O.[Na+]. (7) Given the product [C:48]([C:52]1[NH:56][N:55]=[C:54]([CH2:57][NH:58][C:41]([C:39]2[S:40][C:36]([N:33]3[CH2:34][CH2:35][N:31]([CH2:30][C:29]4[CH:46]=[CH:47][C:26]([F:25])=[CH:27][CH:28]=4)[C:32]3=[O:45])=[CH:37][C:38]=2[CH3:44])=[O:42])[CH:53]=1)([CH3:51])([CH3:49])[CH3:50], predict the reactants needed to synthesize it. The reactants are: CC1C=C(N2CCN(CCOC3C=CC=CC=3)C2=O)SC=1C(O)=O.[F:25][C:26]1[CH:47]=[CH:46][C:29]([CH2:30][N:31]2[CH2:35][CH2:34][N:33]([C:36]3[S:40][C:39]([C:41](O)=[O:42])=[C:38]([CH3:44])[CH:37]=3)[C:32]2=[O:45])=[CH:28][CH:27]=1.[C:48]([C:52]1[NH:56][N:55]=[C:54]([CH2:57][NH2:58])[CH:53]=1)([CH3:51])([CH3:50])[CH3:49]. (8) Given the product [Cl:1][C:2]1[CH:7]=[CH:6][C:5]([O:8][CH3:9])=[CH:4][C:3]=1[S:10]([NH2:15])(=[O:12])=[O:11], predict the reactants needed to synthesize it. The reactants are: [Cl:1][C:2]1[CH:7]=[CH:6][C:5]([O:8][CH3:9])=[CH:4][C:3]=1[S:10](Cl)(=[O:12])=[O:11].[OH-].[NH4+:15].O. (9) Given the product [CH2:22]([N:29]1[CH2:30][CH2:31][N:32]([CH2:35][C:36]([N:1]2[CH2:6][CH2:5][CH:4]([NH:7][C:8]([NH:10][C:11]3[CH:16]=[CH:15][C:14]([O:17][C:18]([F:19])([F:20])[F:21])=[CH:13][CH:12]=3)=[O:9])[CH2:3][CH2:2]2)=[O:37])[CH2:33][CH2:34]1)[C:23]1[CH:24]=[CH:25][CH:26]=[CH:27][CH:28]=1, predict the reactants needed to synthesize it. The reactants are: [NH:1]1[CH2:6][CH2:5][CH:4]([NH:7][C:8]([NH:10][C:11]2[CH:16]=[CH:15][C:14]([O:17][C:18]([F:21])([F:20])[F:19])=[CH:13][CH:12]=2)=[O:9])[CH2:3][CH2:2]1.[CH2:22]([N:29]1[CH2:34][CH2:33][N:32]([CH2:35][C:36](O)=[O:37])[CH2:31][CH2:30]1)[C:23]1[CH:28]=[CH:27][CH:26]=[CH:25][CH:24]=1. (10) Given the product [CH2:1]([O:3][C:4]([CH:5]1[CH2:16][CH:18]([S:20]([C:23]2[CH:28]=[CH:27][CH:26]=[CH:25][C:24]=2[C:29]([F:30])([F:32])[F:31])(=[O:21])=[O:22])[CH2:19][N:6]1[C:7]1[CH:12]=[CH:11][C:10]([F:13])=[C:9]([Cl:14])[CH:8]=1)=[O:15])[CH3:2], predict the reactants needed to synthesize it. The reactants are: [CH2:1]([O:3][C:4](=[O:15])[CH2:5][NH:6][C:7]1[CH:12]=[CH:11][C:10]([F:13])=[C:9]([Cl:14])[CH:8]=1)[CH3:2].[CH2:16]=O.[CH:18]([S:20]([C:23]1[CH:28]=[CH:27][CH:26]=[CH:25][C:24]=1[C:29]([F:32])([F:31])[F:30])(=[O:22])=[O:21])=[CH2:19].